Dataset: Full USPTO retrosynthesis dataset with 1.9M reactions from patents (1976-2016). Task: Predict the reactants needed to synthesize the given product. (1) Given the product [CH2:17]([CH:16]([C:15]1[C:10]2[N:11]([C:7]([C:5]3[S:6][C:2]([C:25]4[CH:30]=[N:29][CH:28]=[CH:27][N:26]=4)=[CH:3][C:4]=3[CH3:23])=[C:8]([CH3:22])[N:9]=2)[N:12]=[C:13]([CH3:21])[CH:14]=1)[CH2:19][CH3:20])[CH3:18], predict the reactants needed to synthesize it. The reactants are: Br[C:2]1[S:6][C:5]([C:7]2[N:11]3[N:12]=[C:13]([CH3:21])[CH:14]=[C:15]([CH:16]([CH2:19][CH3:20])[CH2:17][CH3:18])[C:10]3=[N:9][C:8]=2[CH3:22])=[C:4]([CH3:23])[CH:3]=1.Cl[C:25]1[CH:30]=[N:29][CH:28]=[CH:27][N:26]=1.C([Li])CCC.C1COCC1. (2) Given the product [F:17][C:16]([F:19])([F:18])[C:13]1[CH:14]=[CH:15][C:10]([C:7]2[CH:6]=[C:5]3[C:4](=[CH:9][CH:8]=2)[NH:1][C:22](=[O:23])[CH2:21][NH:20]3)=[CH:11][CH:12]=1, predict the reactants needed to synthesize it. The reactants are: [N+:1]([C:4]1[CH:9]=[CH:8][C:7]([C:10]2[CH:15]=[CH:14][C:13]([C:16]([F:19])([F:18])[F:17])=[CH:12][CH:11]=2)=[CH:6][C:5]=1[NH:20][CH2:21][C:22](OC(C)(C)C)=[O:23])([O-])=O.[H][H].NC1C=CC=CC=1. (3) Given the product [C@@H:6]1([C:24]2[CH:29]=[CH:28][C:27]([Cl:30])=[C:26]([CH2:31][C:32]3[S:33][C:34]([C:37]4[NH:38][N:39]=[N:40][N:41]=4)=[CH:35][CH:36]=3)[CH:25]=2)[O:7][C@H:8]([CH2:19][OH:20])[C@@H:9]([OH:15])[C@H:10]([OH:11])[C@H:5]1[OH:4], predict the reactants needed to synthesize it. The reactants are: C([O:4][C@@H:5]1[C@@H:10]([O:11]C(=O)C)[C@H:9]([O:15]C(=O)C)[C@@H:8]([CH2:19][O:20]C(=O)C)[O:7][C@H:6]1[C:24]1[CH:29]=[CH:28][C:27]([Cl:30])=[C:26]([CH2:31][C:32]2[S:33][C:34]([C:37]3[N:38]=[N:39][N:40](COCC4C=CC=CC=4)[N:41]=3)=[CH:35][CH:36]=2)[CH:25]=1)(=O)C.Cl.